From a dataset of Full USPTO retrosynthesis dataset with 1.9M reactions from patents (1976-2016). Predict the reactants needed to synthesize the given product. (1) The reactants are: CC(C)([O-])C.[K+].C[O:8][C:9]1[CH2:13][CH2:12][C:11](=[O:14])[C:10]=1[C:15]1[C:20]([CH3:21])=[CH:19][C:18]([CH3:22])=[CH:17][C:16]=1[CH3:23].[CH3:24][C:25]1[CH:29]=[CH:28][S:27][C:26]=1[CH:30]=O.Cl. Given the product [CH3:24][C:25]1[CH:29]=[CH:28][S:27][C:26]=1/[CH:30]=[C:12]1/[C:11](=[O:14])[CH:10]([C:15]2[C:20]([CH3:21])=[CH:19][C:18]([CH3:22])=[CH:17][C:16]=2[CH3:23])[C:9](=[O:8])[CH2:13]/1, predict the reactants needed to synthesize it. (2) Given the product [C:53]([O:52][C:50](=[O:51])[N:24]([C@H:22]1[CH2:21][C@@H:20]([C:29](=[O:49])[N:30]([CH:46]2[CH2:47][CH2:48]2)[CH2:31][C:32]2[C:40]3[C:39](=[CH:38][CH:37]=[CH:36][CH:35]=3)[N:34]([CH2:41][CH2:42][CH2:43][O:44][CH3:45])[CH:33]=2)[CH2:19][NH:18][CH2:23]1)[CH2:25][CH:26]1[CH2:27][CH2:28]1)([CH3:56])([CH3:55])[CH3:54], predict the reactants needed to synthesize it. The reactants are: C1C2C(COC([N:18]3[CH2:23][C@@H:22]([NH:24][CH2:25][CH:26]4[CH2:28][CH2:27]4)[CH2:21][C@@H:20]([C:29](=[O:49])[N:30]([CH:46]4[CH2:48][CH2:47]4)[CH2:31][C:32]4[C:40]5[C:35](=[CH:36][CH:37]=[CH:38][CH:39]=5)[N:34]([CH2:41][CH2:42][CH2:43][O:44][CH3:45])[CH:33]=4)[CH2:19]3)=O)C3C(=CC=CC=3)C=2C=CC=1.[C:50](O[C:50]([O:52][C:53]([CH3:56])([CH3:55])[CH3:54])=[O:51])([O:52][C:53]([CH3:56])([CH3:55])[CH3:54])=[O:51]. (3) Given the product [F:21][C:14]1[CH:15]=[CH:16][C:17]([O:19][CH3:20])=[CH:18][C:13]=1[C:10]1[CH:11]=[CH:12][C:7]([CH2:6][OH:5])=[CH:8][C:9]=1[C:22]1[N:26]([CH:27]([CH3:29])[CH3:28])[CH:25]=[N:24][N:23]=1, predict the reactants needed to synthesize it. The reactants are: CC(C)(C)C([O:5][CH2:6][C:7]1[CH:12]=[CH:11][C:10]([C:13]2[CH:18]=[C:17]([O:19][CH3:20])[CH:16]=[CH:15][C:14]=2[F:21])=[C:9]([C:22]2[N:26]([CH:27]([CH3:29])[CH3:28])[CH:25]=[N:24][N:23]=2)[CH:8]=1)=O. (4) Given the product [Cl:1][C:2]1[N:7]=[C:6]([C:8]2[S:12][CH:11]=[N:10][C:9]=2[C:14]2[CH:19]=[CH:18][CH:17]=[C:16]([N+:20]([O-:22])=[O:21])[CH:15]=2)[CH:5]=[CH:4][N:3]=1, predict the reactants needed to synthesize it. The reactants are: [Cl:1][C:2]1[N:7]=[C:6]([C:8]2[S:12][C:11](N)=[N:10][C:9]=2[C:14]2[CH:19]=[CH:18][CH:17]=[C:16]([N+:20]([O-:22])=[O:21])[CH:15]=2)[CH:5]=[CH:4][N:3]=1.N(OC(C)(C)C)=O. (5) Given the product [CH3:1][O:2][C:3]1[CH:4]=[C:5]([NH:11][C:12]2[C:13]3[N:29]=[CH:28][S:27][C:14]=3[N:15]=[C:16]([C:18]3[CH:19]=[C:20]([CH:24]=[CH:25][CH:26]=3)[C:21]([NH:31][C:32]3[CH:33]=[CH:34][C:35]([C:38]4[NH:42][C:41](=[O:43])[O:40][N:39]=4)=[CH:36][CH:37]=3)=[O:23])[N:17]=2)[CH:6]=[CH:7][C:8]=1[O:9][CH3:10], predict the reactants needed to synthesize it. The reactants are: [CH3:1][O:2][C:3]1[CH:4]=[C:5]([NH:11][C:12]2[C:13]3[N:29]=[CH:28][S:27][C:14]=3[N:15]=[C:16]([C:18]3[CH:19]=[C:20]([CH:24]=[CH:25][CH:26]=3)[C:21]([OH:23])=O)[N:17]=2)[CH:6]=[CH:7][C:8]=1[O:9][CH3:10].Cl.[NH2:31][C:32]1[CH:37]=[CH:36][C:35]([C:38]2[NH:42][C:41](=[O:43])[O:40][N:39]=2)=[CH:34][CH:33]=1.CCN=C=NCCCN(C)C.CN1C=CN=C1. (6) Given the product [CH3:1][O:2][C:3]1[CH:4]=[C:5]([NH:26][C:39]([CH:36]2[CH2:38][CH2:37]2)=[O:40])[CH:6]=[CH:7][C:8]=1[C:9]1[O:10][C:11]([C:14]2[C:15]([C:20]3[CH:21]=[CH:22][CH:23]=[CH:24][CH:25]=3)=[N:16][O:17][C:18]=2[CH3:19])=[N:12][N:13]=1, predict the reactants needed to synthesize it. The reactants are: [CH3:1][O:2][C:3]1[CH:4]=[C:5]([NH2:26])[CH:6]=[CH:7][C:8]=1[C:9]1[O:10][C:11]([C:14]2[C:15]([C:20]3[CH:25]=[CH:24][CH:23]=[CH:22][CH:21]=3)=[N:16][O:17][C:18]=2[CH3:19])=[N:12][N:13]=1.C(N(CC)C(C)C)(C)C.[CH:36]1([C:39](Cl)=[O:40])[CH2:38][CH2:37]1.